This data is from Peptide-MHC class II binding affinity with 134,281 pairs from IEDB. The task is: Regression. Given a peptide amino acid sequence and an MHC pseudo amino acid sequence, predict their binding affinity value. This is MHC class II binding data. (1) The peptide sequence is GWNDWENVPFCSHHF. The MHC is HLA-DQA10601-DQB10402 with pseudo-sequence HLA-DQA10601-DQB10402. The binding affinity (normalized) is 0. (2) The peptide sequence is SQDLELSWNLVGLQAY. The MHC is DRB1_0802 with pseudo-sequence DRB1_0802. The binding affinity (normalized) is 0.430. (3) The binding affinity (normalized) is 0.601. The peptide sequence is ALTEALRVIAGAFEV. The MHC is HLA-DQA10501-DQB10301 with pseudo-sequence HLA-DQA10501-DQB10301. (4) The binding affinity (normalized) is 0.371. The MHC is HLA-DQA10601-DQB10402 with pseudo-sequence HLA-DQA10601-DQB10402. The peptide sequence is NMEVRGGMVAPLYGV. (5) The binding affinity (normalized) is 0. The MHC is DRB1_0801 with pseudo-sequence DRB1_0801. The peptide sequence is LSRNSTHEMYYVSGA. (6) The peptide sequence is GFKAALAAAAGVPPADKYRT. The MHC is HLA-DPA10201-DPB11401 with pseudo-sequence HLA-DPA10201-DPB11401. The binding affinity (normalized) is 0.762. (7) The peptide sequence is RYLDVCVALDMMNEN. The MHC is DRB1_0101 with pseudo-sequence DRB1_0101. The binding affinity (normalized) is 0.618.